From a dataset of Peptide-MHC class I binding affinity with 185,985 pairs from IEDB/IMGT. Regression. Given a peptide amino acid sequence and an MHC pseudo amino acid sequence, predict their binding affinity value. This is MHC class I binding data. (1) The peptide sequence is SILARRPTPK. The MHC is HLA-A33:01 with pseudo-sequence HLA-A33:01. The binding affinity (normalized) is 0.129. (2) The MHC is HLA-A02:19 with pseudo-sequence HLA-A02:19. The binding affinity (normalized) is 0.936. The peptide sequence is YMYQYIQEL. (3) The peptide sequence is IRQAGVQYSR. The MHC is HLA-A68:02 with pseudo-sequence HLA-A68:02. The binding affinity (normalized) is 0. (4) The peptide sequence is KRWIIMGLNK. The MHC is HLA-A11:01 with pseudo-sequence HLA-A11:01. The binding affinity (normalized) is 0.135. (5) The peptide sequence is AELLSCSHLF. The MHC is HLA-B45:01 with pseudo-sequence HLA-B45:01. The binding affinity (normalized) is 0.112. (6) The peptide sequence is LTFKACDHI. The MHC is HLA-A32:01 with pseudo-sequence HLA-A32:01. The binding affinity (normalized) is 0.0900. (7) The peptide sequence is FTERSDKSY. The MHC is HLA-B40:01 with pseudo-sequence HLA-B40:01. The binding affinity (normalized) is 0.0847. (8) The peptide sequence is FQFIFFLLL. The binding affinity (normalized) is 0.502. The MHC is H-2-Kb with pseudo-sequence H-2-Kb. (9) The peptide sequence is TILEYLYIM. The MHC is HLA-A02:06 with pseudo-sequence HLA-A02:06. The binding affinity (normalized) is 0.119.